From a dataset of Forward reaction prediction with 1.9M reactions from USPTO patents (1976-2016). Predict the product of the given reaction. Given the reactants [CH2:1]([O:5][C:6]1[C:15]2[C:10](=[CH:11][CH:12]=[C:13]([CH2:16][OH:17])[CH:14]=2)[C:9](=[O:18])[N:8]([CH2:19][CH:20]2[CH2:22][CH2:21]2)[C:7]=1[CH2:23][NH:24][C:25](=[O:31])[O:26][C:27]([CH3:30])([CH3:29])[CH3:28])[CH2:2][CH2:3][CH3:4], predict the reaction product. The product is: [CH2:1]([O:5][C:6]1[C:15]2[C:10](=[CH:11][CH:12]=[C:13]([CH:16]=[O:17])[CH:14]=2)[C:9](=[O:18])[N:8]([CH2:19][CH:20]2[CH2:22][CH2:21]2)[C:7]=1[CH2:23][NH:24][C:25](=[O:31])[O:26][C:27]([CH3:30])([CH3:29])[CH3:28])[CH2:2][CH2:3][CH3:4].